This data is from Reaction yield outcomes from USPTO patents with 853,638 reactions. The task is: Predict the reaction yield, written as a fraction of the theoretical maximum amount of product (1.0 means a 100% yield; for example, 0.34 means a 34% yield). (1) The reactants are [CH3:1][O:2][C:3]1[CH:12]=[CH:11][C:10]2[NH:9][C:8](=[O:13])[C:7]3[S:14][CH:15]=[CH:16][C:6]=3[C:5]=2[C:4]=1[C:17]1[CH:22]=[CH:21][C:20]([CH:23]([CH3:33])[CH2:24][NH:25][C:26](=[O:32])[O:27][C:28]([CH3:31])([CH3:30])[CH3:29])=[CH:19][CH:18]=1.C1C(=O)N([Cl:41])C(=O)C1. No catalyst specified. The product is [Cl:41][C:11]1[C:10]2[NH:9][C:8](=[O:13])[C:7]3[S:14][CH:15]=[CH:16][C:6]=3[C:5]=2[C:4]([C:17]2[CH:22]=[CH:21][C:20]([CH:23]([CH3:33])[CH2:24][NH:25][C:26](=[O:32])[O:27][C:28]([CH3:29])([CH3:31])[CH3:30])=[CH:19][CH:18]=2)=[C:3]([O:2][CH3:1])[CH:12]=1. The yield is 0.560. (2) The reactants are I[CH2:2][C@@H:3]([CH3:16])[CH2:4][N:5]1[C:14]2[C:9](=[CH:10][CH:11]=[CH:12][CH:13]=2)[CH2:8][CH2:7][C:6]1=[O:15].[CH2:17]([O:20][CH:21]1[CH2:26][CH2:25][NH:24][CH2:23][CH2:22]1)[CH2:18][CH3:19]. The catalyst is CC#N. The product is [CH3:16][C@H:3]([CH2:2][N:24]1[CH2:25][CH2:26][CH:21]([O:20][CH2:17][CH2:18][CH3:19])[CH2:22][CH2:23]1)[CH2:4][N:5]1[C:14]2[C:9](=[CH:10][CH:11]=[CH:12][CH:13]=2)[CH2:8][CH2:7][C:6]1=[O:15]. The yield is 0.380. (3) The reactants are [NH2:1][C:2]1[CH:7]=[CH:6][CH:5]=[CH:4][CH:3]=1.C([O-])([O-])=O.[Cs+].[Cs+].[Br:14][C:15]1[CH:16]=[C:17]([O:29][C:30]2[CH:35]=[CH:34][CH:33]=[CH:32][CH:31]=2)[C:18]([NH:21][C:22]2[S:23][CH:24]=[C:25]([CH2:27]Cl)[N:26]=2)=[N:19][CH:20]=1. The catalyst is CN1C(=O)CCC1. The product is [Br:14][C:15]1[CH:16]=[C:17]([O:29][C:30]2[CH:31]=[CH:32][CH:33]=[CH:34][CH:35]=2)[C:18]([NH:21][C:22]2[S:23][CH:24]=[C:25]([CH2:27][NH:1][C:2]3[CH:7]=[CH:6][CH:5]=[CH:4][CH:3]=3)[N:26]=2)=[N:19][CH:20]=1. The yield is 0.292. (4) The reactants are [C:1]1([CH3:17])[CH:6]=[CH:5][CH:4]=[CH:3][C:2]=1[C:7]1[C:12]([C:13]([O:15]C)=[O:14])=[CH:11][N:10]=[CH:9][CH:8]=1. The catalyst is C(O)C.[OH-].[Na+]. The product is [C:1]1([CH3:17])[CH:6]=[CH:5][CH:4]=[CH:3][C:2]=1[C:7]1[C:12]([C:13]([OH:15])=[O:14])=[CH:11][N:10]=[CH:9][CH:8]=1. The yield is 0.940. (5) The catalyst is C1COCC1. The reactants are [CH3:1][O:2][C:3]([CH:5]1[CH2:10][CH2:9][O:8][CH2:7][CH2:6]1)=[O:4].CN(P(N(C)C)(N(C)C)=O)C.[CH2:22](I)[CH:23]=[CH2:24]. The product is [CH3:1][O:2][C:3]([C:5]1([CH2:24][CH:23]=[CH2:22])[CH2:10][CH2:9][O:8][CH2:7][CH2:6]1)=[O:4]. The yield is 0.950. (6) The reactants are N[C:2]1[CH:3]=[N:4][CH:5]=[C:6]([CH:11]=1)[C:7]([O:9][CH3:10])=[O:8].[BH3-][C:13]#[N:14].[Na+].[CH3:16]COC(C)=O.C([O-])(O)=O.[Na+]. The catalyst is CC#N.C=O.O.C(O)(=O)C. The product is [CH3:16][N:14]([CH3:13])[C:2]1[CH:3]=[N:4][CH:5]=[C:6]([CH:11]=1)[C:7]([O:9][CH3:10])=[O:8]. The yield is 0.370.